Dataset: Full USPTO retrosynthesis dataset with 1.9M reactions from patents (1976-2016). Task: Predict the reactants needed to synthesize the given product. (1) Given the product [CH3:20][N:18]1[CH:19]=[C:15]([N:14]2[C:5]3[C:4]4[CH:3]=[C:2]([C:32]5[CH:33]=[C:34]6[C:38](=[CH:39][CH:40]=5)[NH:37][C:36](=[O:41])[CH2:35]6)[CH:11]=[CH:10][C:9]=4[N:8]=[CH:7][C:6]=3[N:12]([CH3:23])[C:13]2=[O:22])[C:16]([CH3:21])=[N:17]1, predict the reactants needed to synthesize it. The reactants are: Br[C:2]1[CH:11]=[CH:10][C:9]2[N:8]=[CH:7][C:6]3[N:12]([CH3:23])[C:13](=[O:22])[N:14]([C:15]4[C:16]([CH3:21])=[N:17][N:18]([CH3:20])[CH:19]=4)[C:5]=3[C:4]=2[CH:3]=1.CC1(C)C(C)(C)OB([C:32]2[CH:33]=[C:34]3[C:38](=[CH:39][CH:40]=2)[NH:37][C:36](=[O:41])[CH2:35]3)O1. (2) Given the product [CH2:31]([O:30][P@@:29]1(=[O:55])[CH2:28][C:27]2[CH:56]=[CH:57][C:24](=[C:25]([O:58][CH3:59])[CH:26]=2)[NH:23][C:15]2=[N:14][C:13](=[C:18]([C:19]([F:20])([F:21])[F:22])[CH:17]=[N:16]2)[NH:12][C:5]2[CH:4]=[CH:3][C:2](=[N:7][C:6]=2[C:8]([NH:9][CH3:10])=[O:11])[C:40]2=[CH:41][N:37]([N:38]=[N:39]2)[CH2:36][CH2:35][CH2:34][O:33]1)[CH3:32].[CH2:31]([O:30][P@:29]1(=[O:55])[CH2:28][C:27]2[CH:56]=[CH:57][C:24](=[C:25]([O:58][CH3:59])[CH:26]=2)[NH:23][C:15]2=[N:14][C:13](=[C:18]([C:19]([F:20])([F:21])[F:22])[CH:17]=[N:16]2)[NH:12][C:5]2[CH:4]=[CH:3][C:2](=[N:7][C:6]=2[C:8]([NH:9][CH3:10])=[O:11])[C:40]2=[CH:41][N:37]([N:38]=[N:39]2)[CH2:36][CH2:35][CH2:34][O:33]1)[CH3:32], predict the reactants needed to synthesize it. The reactants are: Br[C:2]1[N:7]=[C:6]([C:8](=[O:11])[NH:9][CH3:10])[C:5]([NH:12][C:13]2[C:18]([C:19]([F:22])([F:21])[F:20])=[CH:17][N:16]=[C:15]([NH:23][C:24]3[CH:57]=[CH:56][C:27]([CH2:28][P:29](=[O:55])([O:33][CH2:34][CH2:35][CH2:36][N:37]4[CH:41]=[C:40]([Sn](CCCC)(CCCC)CCCC)[N:39]=[N:38]4)[O:30][CH2:31][CH3:32])=[CH:26][C:25]=3[O:58][CH3:59])[N:14]=2)=[CH:4][CH:3]=1. (3) Given the product [CH3:22][C:2]1([CH3:1])[C@H:7]2[CH2:8][C@@H:3]1[CH2:4][CH2:5][C@H:6]2[CH2:9][N:10]1[C:11]2[N:21]=[CH:20][CH:19]=[CH:18][C:12]=2[C:13](=[O:14])[O:15][C:16]1=[O:31], predict the reactants needed to synthesize it. The reactants are: [CH3:1][C:2]1([CH3:22])[C@H:7]2[CH2:8][C@@H:3]1[CH2:4][CH2:5][C@H:6]2[CH2:9][NH:10][C:11]1[N:21]=[CH:20][CH:19]=[CH:18][C:12]=1[C:13]([O:15][CH2:16]C)=[O:14].C(C(CC)CNC1N=CC=CC=1C(OCC)=[O:31])C.